This data is from Peptide-MHC class II binding affinity with 134,281 pairs from IEDB. The task is: Regression. Given a peptide amino acid sequence and an MHC pseudo amino acid sequence, predict their binding affinity value. This is MHC class II binding data. (1) The peptide sequence is RDLEVVAATPTSLLI. The MHC is DRB3_0101 with pseudo-sequence DRB3_0101. The binding affinity (normalized) is 0.474. (2) The peptide sequence is NPTDTGHGTVVMQVK. The MHC is DRB1_0802 with pseudo-sequence DRB1_0802. The binding affinity (normalized) is 0. (3) The peptide sequence is TIPNIMFFSTMKRPS. The MHC is DRB1_0401 with pseudo-sequence DRB1_0401. The binding affinity (normalized) is 0.389. (4) The peptide sequence is AAATAKTTVYGAFAA. The MHC is HLA-DPA10103-DPB10401 with pseudo-sequence HLA-DPA10103-DPB10401. The binding affinity (normalized) is 0.213. (5) The peptide sequence is EWATPFPHRKGVLFN. The MHC is HLA-DPA10201-DPB10101 with pseudo-sequence HLA-DPA10201-DPB10101. The binding affinity (normalized) is 0.0991.